Dataset: Merck oncology drug combination screen with 23,052 pairs across 39 cell lines. Task: Regression. Given two drug SMILES strings and cell line genomic features, predict the synergy score measuring deviation from expected non-interaction effect. (1) Drug 1: CCC1=CC2CN(C1)Cc1c([nH]c3ccccc13)C(C(=O)OC)(c1cc3c(cc1OC)N(C)C1C(O)(C(=O)OC)C(OC(C)=O)C4(CC)C=CCN5CCC31C54)C2. Drug 2: NC1(c2ccc(-c3nc4ccn5c(=O)[nH]nc5c4cc3-c3ccccc3)cc2)CCC1. Cell line: UWB1289BRCA1. Synergy scores: synergy=8.83. (2) Drug 1: CN1C(=O)C=CC2(C)C3CCC4(C)C(NC(=O)OCC(F)(F)F)CCC4C3CCC12. Drug 2: NC1CCCCC1N.O=C(O)C(=O)O.[Pt+2]. Cell line: LOVO. Synergy scores: synergy=-19.7. (3) Drug 1: NC(=O)c1cccc2cn(-c3ccc(C4CCCNC4)cc3)nc12. Drug 2: Cn1cc(-c2cnn3c(N)c(Br)c(C4CCCNC4)nc23)cn1. Cell line: RKO. Synergy scores: synergy=11.5. (4) Drug 2: NC1(c2ccc(-c3nc4ccn5c(=O)[nH]nc5c4cc3-c3ccccc3)cc2)CCC1. Cell line: EFM192B. Synergy scores: synergy=-17.2. Drug 1: CCC1(O)CC2CN(CCc3c([nH]c4ccccc34)C(C(=O)OC)(c3cc4c(cc3OC)N(C)C3C(O)(C(=O)OC)C(OC(C)=O)C5(CC)C=CCN6CCC43C65)C2)C1. (5) Drug 1: CC(=O)OC1C(=O)C2(C)C(O)CC3OCC3(OC(C)=O)C2C(OC(=O)c2ccccc2)C2(O)CC(OC(=O)C(O)C(NC(=O)c3ccccc3)c3ccccc3)C(C)=C1C2(C)C. Drug 2: CC(C)CC(NC(=O)C(Cc1ccccc1)NC(=O)c1cnccn1)B(O)O. Cell line: A2780. Synergy scores: synergy=-31.7.